This data is from Catalyst prediction with 721,799 reactions and 888 catalyst types from USPTO. The task is: Predict which catalyst facilitates the given reaction. (1) Reactant: [CH3:1][O:2][C:3](=[O:32])[CH2:4][C:5]1[CH:10]=[C:9]([S:11]([N:14]2[CH2:19][CH2:18][N:17]([C:20]3[CH:25]=[CH:24][C:23]([C:26]([F:29])([F:28])[F:27])=[CH:22][N:21]=3)[CH2:16][CH2:15]2)(=[O:13])=[O:12])[CH:8]=[CH:7][C:6]=1[O:30]C.B(Br)(Br)Br. Product: [CH3:1][O:2][C:3](=[O:32])[CH2:4][C:5]1[CH:10]=[C:9]([S:11]([N:14]2[CH2:15][CH2:16][N:17]([C:20]3[CH:25]=[CH:24][C:23]([C:26]([F:28])([F:29])[F:27])=[CH:22][N:21]=3)[CH2:18][CH2:19]2)(=[O:13])=[O:12])[CH:8]=[CH:7][C:6]=1[OH:30]. The catalyst class is: 2. (2) Reactant: [CH3:1][N:2]([CH:10]1[CH2:14][CH2:13][N:12]([C:15]2[CH:20]=[CH:19][C:18]([N+:21]([O-])=O)=[CH:17][N:16]=2)[CH2:11]1)[C:3](=[O:9])[O:4][C:5]([CH3:8])([CH3:7])[CH3:6].[H][H]. Product: [NH2:21][C:18]1[CH:19]=[CH:20][C:15]([N:12]2[CH2:13][CH2:14][CH:10]([N:2]([CH3:1])[C:3](=[O:9])[O:4][C:5]([CH3:6])([CH3:7])[CH3:8])[CH2:11]2)=[N:16][CH:17]=1. The catalyst class is: 123. (3) Reactant: [Br:1][C:2]1[CH:7]=[CH:6][C:5](F)=[C:4]([N+:9]([O-:11])=[O:10])[CH:3]=1.[C:12]([NH2:16])([CH3:15])([CH3:14])[CH3:13]. Product: [Br:1][C:2]1[CH:7]=[CH:6][C:5]([NH:16][C:12]([CH3:15])([CH3:14])[CH3:13])=[C:4]([N+:9]([O-:11])=[O:10])[CH:3]=1. The catalyst class is: 1. (4) Reactant: N(C(C)=O)(CNC(C)=O)CNC(C)=O.C=O.O.[C:18]([OH:21])(=[O:20])[CH3:19].N(CC(O)=O)CC(O)=O.[C:31]([NH:34][CH2:35][C:36]([OH:38])=[O:37])(=[O:33])[CH3:32]. Product: [C:31]([N:34]([CH2:35][C:36]([OH:38])=[O:37])[CH2:19][C:18]([OH:21])=[O:20])(=[O:33])[CH3:32]. The catalyst class is: 57. (5) Reactant: [OH:1][C:2]1[CH:10]=[CH:9][CH:8]=[C:7]2[C:3]=1[CH:4]=[CH:5][NH:6]2.Br[CH2:12][CH2:13][C:14]1[CH:19]=[CH:18][CH:17]=[CH:16][CH:15]=1.C([O-])([O-])=O.[K+].[K+]. Product: [CH2:12]([O:1][C:2]1[CH:10]=[CH:9][CH:8]=[C:7]2[C:3]=1[CH:4]=[CH:5][NH:6]2)[CH2:13][C:14]1[CH:19]=[CH:18][CH:17]=[CH:16][CH:15]=1. The catalyst class is: 21. (6) Reactant: [Br:1][C:2]1[N:7]2[CH:8]=[CH:9][N:10]=[C:6]2[C:5](Br)=[N:4][CH:3]=1.[CH3:12][O:13][C:14](=[O:22])[C:15]1[CH:20]=[CH:19][C:18]([NH2:21])=[CH:17][CH:16]=1.CC([O-])(C)C.[Na+].CC1(C)C2C(=C(P(C3C=CC=CC=3)C3C=CC=CC=3)C=CC=2)OC2C(P(C3C=CC=CC=3)C3C=CC=CC=3)=CC=CC1=2. Product: [CH3:12][O:13][C:14](=[O:22])[C:15]1[CH:20]=[CH:19][C:18]([NH:21][C:5]2[C:6]3[N:7]([CH:8]=[CH:9][N:10]=3)[C:2]([Br:1])=[CH:3][N:4]=2)=[CH:17][CH:16]=1. The catalyst class is: 187. (7) The catalyst class is: 172. Product: [CH3:9][O:8][C:6](=[O:7])[C:5]1[CH:4]=[CH:3][C:2]([O:1][S:21]([C:24]([F:27])([F:26])[F:25])(=[O:23])=[O:22])=[CH:11][CH:10]=1. Reactant: [OH:1][C:2]1[CH:11]=[CH:10][C:5]([C:6]([O:8][CH3:9])=[O:7])=[CH:4][CH:3]=1.N1C(C)=CC(C)=CC=1C.[S:21](O[S:21]([C:24]([F:27])([F:26])[F:25])(=[O:23])=[O:22])([C:24]([F:27])([F:26])[F:25])(=[O:23])=[O:22]. (8) Reactant: [I:1][C:2]1[CH:3]=[C:4]([CH:6]=[CH:7][CH:8]=1)[NH2:5].Br[CH2:10][CH2:11][OH:12].C([O-])(O)=O.[Na+]. Product: [I:1][C:2]1[CH:3]=[C:4]([NH:5][CH2:10][CH2:11][OH:12])[CH:6]=[CH:7][CH:8]=1. The catalyst class is: 6.